Dataset: Full USPTO retrosynthesis dataset with 1.9M reactions from patents (1976-2016). Task: Predict the reactants needed to synthesize the given product. Given the product [OH:25][C@@H:23]([CH3:24])[CH2:22][NH:21][C:17]1[N:16]=[C:15]([N:11]2[CH:12]=[CH:13][N:14]=[C:10]2[C:8]([C:4]2[CH:3]=[C:2]([NH:1][C:31](=[O:32])[C:30]3[CH:34]=[CH:35][CH:36]=[C:28]([C:27]([F:26])([F:37])[F:38])[CH:29]=3)[CH:7]=[CH:6][CH:5]=2)=[O:9])[CH:20]=[CH:19][N:18]=1, predict the reactants needed to synthesize it. The reactants are: [NH2:1][C:2]1[CH:3]=[C:4]([C:8]([C:10]2[N:11]([C:15]3[CH:20]=[CH:19][N:18]=[C:17]([NH:21][CH2:22][C@@H:23]([OH:25])[CH3:24])[N:16]=3)[CH:12]=[CH:13][N:14]=2)=[O:9])[CH:5]=[CH:6][CH:7]=1.[F:26][C:27]([F:38])([F:37])[C:28]1[CH:29]=[C:30]([CH:34]=[CH:35][CH:36]=1)[C:31](O)=[O:32].CCN=C=NCCCN(C)C.C1C=CC2N(O)N=NC=2C=1.